From a dataset of Reaction yield outcomes from USPTO patents with 853,638 reactions. Predict the reaction yield, written as a fraction of the theoretical maximum amount of product (1.0 means a 100% yield; for example, 0.34 means a 34% yield). (1) The reactants are [N:1]1([C@:4]23[CH2:39][CH2:38][C@@H:37]([C:40]([CH3:42])=[CH2:41])[C@@H:5]2[CH:6]2[C@@:19]([CH3:22])([CH2:20][CH2:21]3)[C@@:18]3([CH3:23])[C@@H:9]([C@:10]4([CH3:36])[C@@H:15]([CH2:16][CH2:17]3)[C:14]([CH3:25])([CH3:24])[C:13]([C:26]3[CH:35]=[CH:34][C:29]([C:30]([O:32]C)=[O:31])=[CH:28][CH:27]=3)=[CH:12][CH2:11]4)[CH2:8][CH2:7]2)[CH2:3][CH2:2]1.[OH-].[Li+].Cl. The catalyst is CO.C1COCC1. The product is [N:1]1([C@:4]23[CH2:39][CH2:38][C@@H:37]([C:40]([CH3:42])=[CH2:41])[C@@H:5]2[CH:6]2[C@@:19]([CH3:22])([CH2:20][CH2:21]3)[C@@:18]3([CH3:23])[C@@H:9]([C@:10]4([CH3:36])[C@@H:15]([CH2:16][CH2:17]3)[C:14]([CH3:24])([CH3:25])[C:13]([C:26]3[CH:27]=[CH:28][C:29]([C:30]([OH:32])=[O:31])=[CH:34][CH:35]=3)=[CH:12][CH2:11]4)[CH2:8][CH2:7]2)[CH2:2][CH2:3]1. The yield is 0.680. (2) The reactants are Br[C:2]1[N:10]([CH2:11][C:12]2[CH:17]=[CH:16][C:15]([O:18][CH3:19])=[CH:14][CH:13]=2)[C:9]2[C:8](=[O:20])[N:7]3[C:21]([CH3:24])=[N:22][N:23]=[C:6]3[N:5]([CH2:25][CH2:26][CH2:27][CH2:28][CH3:29])[C:4]=2[N:3]=1.[CH3:30][S:31]C.[Na].C(COC)OC. No catalyst specified. The product is [CH3:19][O:18][C:15]1[CH:16]=[CH:17][C:12]([CH2:11][N:10]2[C:9]3[C:8](=[O:20])[N:7]4[C:21]([CH3:24])=[N:22][N:23]=[C:6]4[N:5]([CH2:25][CH2:26][CH2:27][CH2:28][CH3:29])[C:4]=3[N:3]=[C:2]2[S:31][CH3:30])=[CH:13][CH:14]=1. The yield is 0.795.